This data is from Forward reaction prediction with 1.9M reactions from USPTO patents (1976-2016). The task is: Predict the product of the given reaction. (1) Given the reactants CS[C:3]([NH:8][C:9]1[CH:14]=[CH:13][C:12]([CH3:15])=[CH:11][CH:10]=1)=[CH:4][N+:5]([O-:7])=[O:6].[NH2:16][NH2:17], predict the reaction product. The product is: [NH:16]([C:3]([NH:8][C:9]1[CH:14]=[CH:13][C:12]([CH3:15])=[CH:11][CH:10]=1)=[CH:4][N+:5]([O-:7])=[O:6])[NH2:17]. (2) The product is: [NH2:1][C:2]1[CH:3]=[CH:4][C:5]([CH2:8][CH2:9][CH2:10][OH:11])=[CH:6][CH:7]=1. Given the reactants [NH2:1][C:2]1[CH:7]=[CH:6][C:5]([CH2:8][CH2:9][C:10](O)=[O:11])=[CH:4][CH:3]=1.[H-].[Al+3].[Li+].[H-].[H-].[H-], predict the reaction product. (3) Given the reactants Cl.Cl.Cl.[NH2:4][C:5]1[CH:10]=[CH:9][CH:8]=[CH:7][C:6]=1[NH:11][C:12]([C:14]1[CH:19]=[N:18][C:17]([N:20]2[CH2:25][CH2:24][NH:23][CH2:22][CH2:21]2)=[CH:16][N:15]=1)=[O:13].Cl[CH2:27][CH2:28][C:29]([NH:31][C:32]1[CH:37]=[CH:36][CH:35]=[CH:34][CH:33]=1)=[O:30].[I-].[K+].C(N(CC)CC)C, predict the reaction product. The product is: [NH2:4][C:5]1[CH:10]=[CH:9][CH:8]=[CH:7][C:6]=1[NH:11][C:12]([C:14]1[N:15]=[CH:16][C:17]([N:20]2[CH2:21][CH2:22][N:23]([CH2:27][CH2:28][C:29]([NH:31][C:32]3[CH:37]=[CH:36][CH:35]=[CH:34][CH:33]=3)=[O:30])[CH2:24][CH2:25]2)=[N:18][CH:19]=1)=[O:13]. (4) Given the reactants [N+:1]([CH2:4][CH2:5]OC(=O)C1C=CC=CC=1)([O-:3])=[O:2].[CH2:15]([O:17][C:18]([N:20]1[CH2:25][CH2:24][NH:23][CH2:22][CH2:21]1)=[O:19])[CH3:16], predict the reaction product. The product is: [CH2:15]([O:17][C:18]([N:20]1[CH2:21][CH2:22][N:23]([CH2:5][CH2:4][N+:1]([O-:3])=[O:2])[CH2:24][CH2:25]1)=[O:19])[CH3:16]. (5) Given the reactants [N+:1]([C:4]1[CH:9]=[CH:8][C:7]([S:10](Cl)(=[O:12])=[O:11])=[CH:6][CH:5]=1)([O-:3])=[O:2].[CH3:14][NH2:15], predict the reaction product. The product is: [CH3:14][NH:15][S:10]([C:7]1[CH:8]=[CH:9][C:4]([N+:1]([O-:3])=[O:2])=[CH:5][CH:6]=1)(=[O:12])=[O:11]. (6) Given the reactants [Br:1][C:2]1[CH:3]=[CH:4][C:5]2[N:6]([C:8]([C:11]([OH:13])=O)=[CH:9][N:10]=2)[CH:7]=1.[CH3:14][C:15]1[CH:21]=[CH:20][C:19]([C:22]2[N:26]=[C:25]([CH3:27])[O:24][N:23]=2)=[CH:18][C:16]=1[NH2:17].CCCP(=O)=O, predict the reaction product. The product is: [Br:1][C:2]1[CH:3]=[CH:4][C:5]2[N:6]([C:8]([C:11]([NH:17][C:16]3[CH:18]=[C:19]([C:22]4[N:26]=[C:25]([CH3:27])[O:24][N:23]=4)[CH:20]=[CH:21][C:15]=3[CH3:14])=[O:13])=[CH:9][N:10]=2)[CH:7]=1. (7) The product is: [CH2:17]([C:12]1[CH:13]=[CH:14][CH:15]=[CH:16][C:11]=1[NH:10][C:8]([C:3]1[C:4]([CH3:7])=[N:5][S:6][C:2]=1[NH:1][C:20]1[C:29]2[C:24](=[CH:25][CH:26]=[CH:27][CH:28]=2)[N:23]=[CH:22][N:21]=1)=[O:9])[CH3:18]. Given the reactants [NH2:1][C:2]1[S:6][N:5]=[C:4]([CH3:7])[C:3]=1[C:8]([NH:10][C:11]1[CH:16]=[CH:15][CH:14]=[CH:13][C:12]=1[CH2:17][CH3:18])=[O:9].Cl[C:20]1[C:29]2[C:24](=[CH:25][CH:26]=[CH:27][CH:28]=2)[N:23]=[CH:22][N:21]=1.C(=O)([O-])[O-].[Cs+].[Cs+].CC1(C)C2C(=C(P(C3C=CC=CC=3)C3C=CC=CC=3)C=CC=2)OC2C(P(C3C=CC=CC=3)C3C=CC=CC=3)=CC=CC1=2, predict the reaction product. (8) Given the reactants [Cl:1][S:2]([OH:5])(=O)=[O:3].[Cl:6][C:7]1[CH:12]=[CH:11][CH:10]=[CH:9][C:8]=1[O:13][CH3:14], predict the reaction product. The product is: [Cl:6][C:7]1[CH:12]=[C:11]([S:2]([Cl:1])(=[O:5])=[O:3])[CH:10]=[CH:9][C:8]=1[O:13][CH3:14].